This data is from NCI-60 drug combinations with 297,098 pairs across 59 cell lines. The task is: Regression. Given two drug SMILES strings and cell line genomic features, predict the synergy score measuring deviation from expected non-interaction effect. (1) Drug 1: CC1=C2C(C(=O)C3(C(CC4C(C3C(C(C2(C)C)(CC1OC(=O)C(C(C5=CC=CC=C5)NC(=O)OC(C)(C)C)O)O)OC(=O)C6=CC=CC=C6)(CO4)OC(=O)C)O)C)O. Drug 2: CC1CCC2CC(C(=CC=CC=CC(CC(C(=O)C(C(C(=CC(C(=O)CC(OC(=O)C3CCCCN3C(=O)C(=O)C1(O2)O)C(C)CC4CCC(C(C4)OC)OCCO)C)C)O)OC)C)C)C)OC. Cell line: ACHN. Synergy scores: CSS=0.676, Synergy_ZIP=0.551, Synergy_Bliss=1.17, Synergy_Loewe=-0.220, Synergy_HSA=-0.135. (2) Drug 1: C1=NC2=C(N=C(N=C2N1C3C(C(C(O3)CO)O)F)Cl)N. Drug 2: CC(C)NC(=O)C1=CC=C(C=C1)CNNC.Cl. Cell line: RPMI-8226. Synergy scores: CSS=0.571, Synergy_ZIP=0.532, Synergy_Bliss=0.940, Synergy_Loewe=-6.75, Synergy_HSA=-1.22.